The task is: Predict the reactants needed to synthesize the given product.. This data is from Full USPTO retrosynthesis dataset with 1.9M reactions from patents (1976-2016). (1) Given the product [C:4]1(=[O:3])[C:13]2[C:8](=[CH:9][CH:10]=[CH:11][CH:12]=2)[CH2:7][CH2:6][NH:5]1, predict the reactants needed to synthesize it. The reactants are: C([O:3][C:4](=O)[NH:5][CH2:6][CH2:7][C:8]1[CH:13]=[CH:12][CH:11]=[CH:10][CH:9]=1)C.C(OC(=O)C)C. (2) Given the product [C:3]([C:7]1[CH:12]=[CH:11][C:10]([CH2:13][CH2:14][NH:16][CH3:17])=[C:9]([OH:18])[CH:8]=1)([CH3:6])([CH3:4])[CH3:5], predict the reactants needed to synthesize it. The reactants are: CN.[C:3]([C:7]1[CH:12]=[CH:11][C:10]([CH2:13][C:14]([NH:16][CH3:17])=O)=[C:9]([O:18]C)[CH:8]=1)([CH3:6])([CH3:5])[CH3:4]. (3) Given the product [CH3:3][O:4][C:5]1[CH:10]=[CH:9][C:8]([C:11]2([CH2:14][OH:15])[CH2:13][CH2:12]2)=[CH:7][CH:6]=1, predict the reactants needed to synthesize it. The reactants are: N#N.[CH3:3][O:4][C:5]1[CH:10]=[CH:9][C:8]([C:11]2([C:14](O)=[O:15])[CH2:13][CH2:12]2)=[CH:7][CH:6]=1.[H-].[H-].[H-].[H-].[Li+].[Al+3].Cl. (4) Given the product [Cl:21][C:16]1[CH:17]=[CH:18][CH:19]=[CH:20][C:15]=1[C:8]1[N:9]=[C:10]2[N:14]([C:7]=1[C:5]1[CH:4]=[CH:3][N:35]=[C:33]([NH:32][C@@H:26]3[CH:27]4[CH2:28][CH2:29][N:24]([CH2:31][CH2:30]4)[CH2:25]3)[N:34]=1)[CH:13]=[CH:12][O:11]2, predict the reactants needed to synthesize it. The reactants are: CN(C)[CH:3]=[CH:4][C:5]([C:7]1[N:14]2[C:10]([O:11][CH:12]=[CH:13]2)=[N:9][C:8]=1[C:15]1[CH:20]=[CH:19][CH:18]=[CH:17][C:16]=1[Cl:21])=O.Cl.[N:24]12[CH2:31][CH2:30][CH:27]([CH2:28][CH2:29]1)[C@@H:26]([NH:32][C:33]([NH2:35])=[NH:34])[CH2:25]2.[O-]CC.[Na+]. (5) Given the product [ClH:28].[ClH:28].[CH3:27][O:26][C:22]1[CH:21]=[C:20]([C:18]2[N:19]=[C:15]([NH:14][CH:11]3[CH2:12][CH2:13][NH:8][CH2:9][CH2:10]3)[O:16][CH:17]=2)[CH:25]=[CH:24][CH:23]=1, predict the reactants needed to synthesize it. The reactants are: C(OC([N:8]1[CH2:13][CH2:12][CH:11]([NH:14][C:15]2[O:16][CH:17]=[C:18]([C:20]3[CH:25]=[CH:24][CH:23]=[C:22]([O:26][CH3:27])[CH:21]=3)[N:19]=2)[CH2:10][CH2:9]1)=O)(C)(C)C.[ClH:28]. (6) Given the product [CH3:14][C:13]1[C:12]2[CH:15]=[CH:16][C:17]([C:19]([F:22])([F:21])[F:20])=[CH:18][C:11]=2[S:10][C:9]=1[CH:4]([CH2:5][CH2:6][CH2:7][CH3:8])[CH2:3][CH2:2][S:29][C:30]1[S:31][CH:32]=[C:33]([CH2:35][C:36]([O:38][CH2:39][CH3:40])=[O:37])[N:34]=1, predict the reactants needed to synthesize it. The reactants are: Br[CH2:2][CH2:3][CH:4]([C:9]1[S:10][C:11]2[CH:18]=[C:17]([C:19]([F:22])([F:21])[F:20])[CH:16]=[CH:15][C:12]=2[C:13]=1[CH3:14])[CH2:5][CH2:6][CH2:7][CH3:8].C(=O)([O-])[O-].[Cs+].[Cs+].[SH:29][C:30]1[S:31][CH:32]=[C:33]([CH2:35][C:36]([O:38][CH2:39][CH3:40])=[O:37])[N:34]=1. (7) The reactants are: [CH:1]1[CH2:6][CH2:5][CH2:4][CH2:3][CH:2]=1.[NH2:7][N:8]1[C:12](=[O:13])[C:11]2=[CH:14][CH:15]=[CH:16][CH:17]=[C:10]2[C:9]1=[O:18].C(O)(=O)C.C(N(CC)CC)C. Given the product [C:9]1(=[O:18])[N:8]([N:7]2[CH:6]3[CH:1]2[CH2:2][CH2:3][CH2:4][CH2:5]3)[C:12](=[O:13])[C:11]2=[CH:14][CH:15]=[CH:16][CH:17]=[C:10]12, predict the reactants needed to synthesize it. (8) Given the product [Cl:34][CH2:35][C:36]([NH:1][C:2]1[CH:7]=[CH:6][C:5]([C:8]2[CH:9]=[CH:10][C:11]3[N:12]([N:14]=[C:15]([NH:17][C:18]4[CH:23]=[CH:22][CH:21]=[CH:20][C:19]=4[C:24]([F:26])([F:25])[F:27])[N:16]=3)[CH:13]=2)=[CH:4][CH:3]=1)=[O:37], predict the reactants needed to synthesize it. The reactants are: [NH2:1][C:2]1[CH:7]=[CH:6][C:5]([C:8]2[CH:9]=[CH:10][C:11]3[N:12]([N:14]=[C:15]([NH:17][C:18]4[CH:23]=[CH:22][CH:21]=[CH:20][C:19]=4[C:24]([F:27])([F:26])[F:25])[N:16]=3)[CH:13]=2)=[CH:4][CH:3]=1.N1C=CC=CC=1.[Cl:34][CH2:35][C:36](Cl)=[O:37].O. (9) Given the product [Cl:1][C:2]1[CH:3]=[CH:4][C:5]([C@@H:8]2[CH2:13][C@H:9]2[C:10]([OH:12])=[O:11])=[CH:6][CH:7]=1, predict the reactants needed to synthesize it. The reactants are: [Cl:1][C:2]1[CH:7]=[CH:6][C:5]([CH:8]=[CH:9][C:10]([OH:12])=[O:11])=[CH:4][CH:3]=1.[C:13]1(C)C=CC([C@@H]2C[C@H]2C(O)=O)=CC=1. (10) Given the product [Cl:13][C:14]1[CH:19]=[C:18]([Cl:20])[CH:17]=[CH:16][C:15]=1[C:2]1[CH:7]=[CH:6][N:5]=[C:4]2[NH:8][CH:9]=[C:10]([C:11]#[N:12])[C:3]=12, predict the reactants needed to synthesize it. The reactants are: Cl[C:2]1[CH:7]=[CH:6][N:5]=[C:4]2[NH:8][CH:9]=[C:10]([C:11]#[N:12])[C:3]=12.[Cl:13][C:14]1[CH:19]=[C:18]([Cl:20])[CH:17]=[CH:16][C:15]=1B(O)O.[F-].[K+].